This data is from Full USPTO retrosynthesis dataset with 1.9M reactions from patents (1976-2016). The task is: Predict the reactants needed to synthesize the given product. (1) The reactants are: [NH2:1][C:2]1[CH:3]=[CH:4][C:5]2[O:9][N:8]=[C:7]([C:10]([NH:12][C:13]3[CH:25]=[CH:24][C:23]([C:26]#[N:27])=[CH:22][C:14]=3[C:15]([O:17]C(C)(C)C)=[O:16])=[O:11])[C:6]=2[CH:28]=1.[C:29](Cl)(=[O:36])[C:30]1[CH:35]=[CH:34][CH:33]=[CH:32][CH:31]=1. Given the product [C:29]([NH:1][C:2]1[CH:3]=[CH:4][C:5]2[O:9][N:8]=[C:7]([C:10]([NH:12][C:13]3[CH:25]=[CH:24][C:23]([C:26]#[N:27])=[CH:22][C:14]=3[C:15]([OH:17])=[O:16])=[O:11])[C:6]=2[CH:28]=1)(=[O:36])[C:30]1[CH:35]=[CH:34][CH:33]=[CH:32][CH:31]=1, predict the reactants needed to synthesize it. (2) Given the product [OH:7][C@H:4]1[CH2:5][CH2:6][C@H:2]([NH:1][C:23]([NH2:24])=[NH:18])[CH2:3]1, predict the reactants needed to synthesize it. The reactants are: [NH2:1][C@H:2]1[CH2:6][CH2:5][C@H:4]([OH:7])[CH2:3]1.CCN(C(C)C)C(C)C.Cl.[N:18]1([C:23](=N)[NH2:24])C=CC=N1.CCOCC. (3) Given the product [C@H:2]1([C:12]([OH:14])=[O:13])[C:11]2[C:6](=[CH:7][CH:8]=[CH:9][CH:10]=2)[CH2:5][CH2:4][NH:3]1, predict the reactants needed to synthesize it. The reactants are: [K+].[C@H:2]1([C:12]([O-:14])=[O:13])[C:11]2[C:6](=[CH:7][CH:8]=[CH:9][CH:10]=2)[CH2:5][CH2:4][NH:3]1.Cl.CC(C)=O. (4) Given the product [ClH:9].[CH3:4][C:5]1([CH3:6])[N:22]=[C:21]([NH:20][CH2:19][C:18]2[CH:37]=[CH:38][C:15]([C:13]([OH:12])=[O:14])=[CH:16][CH:17]=2)[NH:23][C:24]([NH:26][CH2:27][CH2:28][CH2:29][CH2:30][CH2:31][CH2:32][CH2:33][CH2:34][CH2:35][CH3:36])=[N:25]1, predict the reactants needed to synthesize it. The reactants are: CO.N1CC[CH2:6][CH2:5][CH2:4]1.[ClH:9].Cl.C[O:12][C:13]([C:15]1[CH:38]=[CH:37][C:18]([CH2:19][NH:20][C:21]([NH:23][C:24]([NH:26][CH2:27][CH2:28][CH2:29][CH2:30][CH2:31][CH2:32][CH2:33][CH2:34][CH2:35][CH3:36])=[NH:25])=[NH:22])=[CH:17][CH:16]=1)=[O:14].